This data is from NCI-60 drug combinations with 297,098 pairs across 59 cell lines. The task is: Regression. Given two drug SMILES strings and cell line genomic features, predict the synergy score measuring deviation from expected non-interaction effect. (1) Drug 1: CN(C)C1=NC(=NC(=N1)N(C)C)N(C)C. Drug 2: CN1C2=C(C=C(C=C2)N(CCCl)CCCl)N=C1CCCC(=O)O.Cl. Cell line: SK-OV-3. Synergy scores: CSS=-2.17, Synergy_ZIP=0.726, Synergy_Bliss=-2.04, Synergy_Loewe=-2.83, Synergy_HSA=-2.87. (2) Drug 1: CC1CCC2CC(C(=CC=CC=CC(CC(C(=O)C(C(C(=CC(C(=O)CC(OC(=O)C3CCCCN3C(=O)C(=O)C1(O2)O)C(C)CC4CCC(C(C4)OC)OCCO)C)C)O)OC)C)C)C)OC. Drug 2: C1CN(P(=O)(OC1)NCCCl)CCCl. Cell line: IGROV1. Synergy scores: CSS=2.09, Synergy_ZIP=0.0825, Synergy_Bliss=1.05, Synergy_Loewe=-8.67, Synergy_HSA=-1.14. (3) Drug 1: C1CC(C1)(C(=O)O)C(=O)O.[NH2-].[NH2-].[Pt+2]. Drug 2: CC1=C(C(=CC=C1)Cl)NC(=O)C2=CN=C(S2)NC3=CC(=NC(=N3)C)N4CCN(CC4)CCO. Cell line: CCRF-CEM. Synergy scores: CSS=6.98, Synergy_ZIP=-6.05, Synergy_Bliss=-1.34, Synergy_Loewe=-8.04, Synergy_HSA=-7.99. (4) Drug 1: C1=NC2=C(N1)C(=S)N=C(N2)N. Drug 2: COC1=NC(=NC2=C1N=CN2C3C(C(C(O3)CO)O)O)N. Cell line: U251. Synergy scores: CSS=20.3, Synergy_ZIP=-4.91, Synergy_Bliss=4.22, Synergy_Loewe=-22.8, Synergy_HSA=0.303. (5) Drug 1: CC1=C(C=C(C=C1)NC2=NC=CC(=N2)N(C)C3=CC4=NN(C(=C4C=C3)C)C)S(=O)(=O)N.Cl. Drug 2: C1CC(=O)NC(=O)C1N2C(=O)C3=CC=CC=C3C2=O. Cell line: MCF7. Synergy scores: CSS=0.0440, Synergy_ZIP=2.64, Synergy_Bliss=4.83, Synergy_Loewe=2.14, Synergy_HSA=1.88.